From a dataset of Catalyst prediction with 721,799 reactions and 888 catalyst types from USPTO. Predict which catalyst facilitates the given reaction. (1) Reactant: [CH3:1][O:2][C:3]1[CH:8]=[C:7]([CH2:9][CH:10]2[CH2:15][NH:14][CH2:13][CH2:12][NH:11]2)[CH:6]=[CH:5][N:4]=1.C(N(CC)CC)C.[S:23]1[CH:27]=[CH:26][CH:25]=[C:24]1[S:28](Cl)(=[O:30])=[O:29]. Product: [CH3:1][O:2][C:3]1[CH:8]=[C:7]([CH2:9][CH:10]2[NH:11][CH2:12][CH2:13][N:14]([S:28]([C:24]3[S:23][CH:27]=[CH:26][CH:25]=3)(=[O:30])=[O:29])[CH2:15]2)[CH:6]=[CH:5][N:4]=1. The catalyst class is: 326. (2) Reactant: [F:1][C:2]([F:47])([F:46])[C:3]1[CH:4]=[C:5]([C:13]([CH3:45])([CH3:44])[C:14]([N:16]([C:18]2[CH:19]=[N:20][C:21]([N:32]3[C@H:41]([CH2:42][OH:43])[CH2:40][N:39]4[C@H:34]([CH2:35][O:36][CH2:37][CH2:38]4)[CH2:33]3)=[CH:22][C:23]=2[C:24]2[CH:29]=[CH:28][C:27]([F:30])=[CH:26][C:25]=2[CH3:31])[CH3:17])=[O:15])[CH:6]=[C:7]([C:9]([F:12])([F:11])[F:10])[CH:8]=1.[ClH:48]. The catalyst class is: 27. Product: [ClH:48].[F:11][C:9]([F:10])([F:12])[C:7]1[CH:6]=[C:5]([C:13]([CH3:45])([CH3:44])[C:14]([N:16]([C:18]2[CH:19]=[N:20][C:21]([N:32]3[C@H:41]([CH2:42][OH:43])[CH2:40][N:39]4[C@H:34]([CH2:35][O:36][CH2:37][CH2:38]4)[CH2:33]3)=[CH:22][C:23]=2[C:24]2[CH:29]=[CH:28][C:27]([F:30])=[CH:26][C:25]=2[CH3:31])[CH3:17])=[O:15])[CH:4]=[C:3]([C:2]([F:1])([F:47])[F:46])[CH:8]=1. (3) Reactant: [C:1]([O:5][C:6](=[O:28])[CH2:7][C@H:8]([C:18]1[O:22][N:21]=[C:20]([C:23]([O:25]CC)=O)[N:19]=1)[CH2:9][CH2:10][CH2:11][CH:12]1[CH2:17][CH2:16][CH2:15][CH2:14][CH2:13]1)([CH3:4])([CH3:3])[CH3:2].[NH:29]1[CH2:33][CH2:32][CH2:31][CH2:30]1. Product: [CH:12]1([CH2:11][CH2:10][CH2:9][C@@H:8]([C:18]2[O:22][N:21]=[C:20]([C:23]([N:29]3[CH2:33][CH2:32][CH2:31][CH2:30]3)=[O:25])[N:19]=2)[CH2:7][C:6]([O:5][C:1]([CH3:2])([CH3:3])[CH3:4])=[O:28])[CH2:17][CH2:16][CH2:15][CH2:14][CH2:13]1. The catalyst class is: 8. (4) Product: [Br:1][C:2]1[CH:7]=[CH:6][C:5]([O:8][C:13]2[CH:14]=[CH:15][CH:16]=[CH:17][C:12]=2[CH3:11])=[C:4]([O:9][CH3:10])[CH:3]=1. The catalyst class is: 2. Reactant: [Br:1][C:2]1[CH:7]=[CH:6][C:5]([OH:8])=[C:4]([O:9][CH3:10])[CH:3]=1.[CH3:11][C:12]1[CH:17]=[CH:16][CH:15]=[CH:14][C:13]=1B(O)O. (5) Reactant: CC(C)([O-])C.[K+].[CH3:7][O:8][C:9]1[CH:10]=[C:11]([OH:15])[CH:12]=[CH:13][CH:14]=1.[CH2:16]([O:18][C:19](=[O:24])[CH:20]=[C:21](Cl)[CH3:22])[CH3:17]. Product: [CH2:16]([O:18][C:19](=[O:24])/[CH:20]=[C:21](/[O:15][C:11]1[CH:12]=[CH:13][CH:14]=[C:9]([O:8][CH3:7])[CH:10]=1)\[CH3:22])[CH3:17]. The catalyst class is: 7. (6) Reactant: [CH3:1][O:2][C:3]1[CH:10]=[CH:9][C:8]([N:11]2[C:15]([C:16]([F:19])([F:18])[F:17])=[N:14][N:13]=[N:12]2)=[CH:7][C:4]=1[CH:5]=[O:6].[CH2:20]1COCC1.C[Mg]Br.CCOCC.O. Product: [CH3:1][O:2][C:3]1[CH:10]=[CH:9][C:8]([N:11]2[C:15]([C:16]([F:19])([F:17])[F:18])=[N:14][N:13]=[N:12]2)=[CH:7][C:4]=1[CH:5]([OH:6])[CH3:20]. The catalyst class is: 28. (7) Reactant: [Br:1][C:2]1[CH:3]=[CH:4][C:5]([O:20][CH3:21])=[C:6]([CH2:8][CH2:9][C:10]2[C:18]([F:19])=[CH:17][CH:16]=[CH:15][C:11]=2[C:12](O)=[O:13])[CH:7]=1.C([N:25](C(C)C)CC)(C)C. Product: [Br:1][C:2]1[CH:3]=[CH:4][C:5]([O:20][CH3:21])=[C:6]([CH2:8][CH2:9][C:10]2[C:18]([F:19])=[CH:17][CH:16]=[CH:15][C:11]=2[C:12]([NH2:25])=[O:13])[CH:7]=1. The catalyst class is: 384. (8) Reactant: [C:1]([C:4]1[C:9]([O:10][CH2:11][C:12]2[CH:17]=[CH:16][CH:15]=[CH:14][CH:13]=2)=[CH:8][C:7]([NH:18][C:19](=[O:21])[CH3:20])=[C:6]([Br:22])[CH:5]=1)(=[O:3])[CH3:2].[Li+].[CH3:24][CH:25]([N-]C(C)C)[CH3:26].C(Br)C=C. The catalyst class is: 1. Product: [C:1]([C:4]1[C:9]([O:10][CH2:11][C:12]2[CH:17]=[CH:16][CH:15]=[CH:14][CH:13]=2)=[CH:8][C:7]([N:18]([CH2:26][CH:25]=[CH2:24])[C:19](=[O:21])[CH3:20])=[C:6]([Br:22])[CH:5]=1)(=[O:3])[CH3:2].